Dataset: Forward reaction prediction with 1.9M reactions from USPTO patents (1976-2016). Task: Predict the product of the given reaction. (1) Given the reactants C(OC([NH:8][CH2:9][CH2:10][O:11][C:12]1[CH:17]=[C:16]([F:18])[CH:15]=[CH:14][C:13]=1[NH:19][C:20]1[C:21]2[C:28]([CH3:29])=[C:27]([C:30]([O:32][CH3:33])=[O:31])[S:26][C:22]=2[N:23]=[CH:24][N:25]=1)=O)(C)(C)C.[Cl:34]CCl, predict the reaction product. The product is: [ClH:34].[NH2:8][CH2:9][CH2:10][O:11][C:12]1[CH:17]=[C:16]([F:18])[CH:15]=[CH:14][C:13]=1[NH:19][C:20]1[C:21]2[C:28]([CH3:29])=[C:27]([C:30]([O:32][CH3:33])=[O:31])[S:26][C:22]=2[N:23]=[CH:24][N:25]=1. (2) Given the reactants [C:1]([N:8]1[CH2:13][CH2:12][NH:11][CH2:10][CH2:9]1)([O:3][C:4]([CH3:7])([CH3:6])[CH3:5])=[O:2].[F:14][CH:15]([F:24])[O:16][C:17]1[CH:18]=[C:19](Br)[CH:20]=[CH:21][CH:22]=1.C1C=CC(P(C2C=CC3C(=CC=CC=3)C=2C2C3C(=CC=CC=3)C=CC=2P(C2C=CC=CC=2)C2C=CC=CC=2)C2C=CC=CC=2)=CC=1, predict the reaction product. The product is: [F:14][CH:15]([F:24])[O:16][C:17]1[CH:22]=[C:21]([N:11]2[CH2:10][CH2:9][N:8]([C:1]([O:3][C:4]([CH3:7])([CH3:6])[CH3:5])=[O:2])[CH2:13][CH2:12]2)[CH:20]=[CH:19][CH:18]=1. (3) Given the reactants [Br:1][C:2]1[CH:7]=[CH:6][C:5]([C:8]([F:11])([F:10])[F:9])=[CH:4][C:3]=1[CH2:12]O.C(Br)(Br)(Br)[Br:15].C1(P(C2C=CC=CC=2)C2C=CC=CC=2)C=CC=CC=1, predict the reaction product. The product is: [Br:1][C:2]1[CH:7]=[CH:6][C:5]([C:8]([F:11])([F:10])[F:9])=[CH:4][C:3]=1[CH2:12][Br:15]. (4) Given the reactants [F:1][C:2]1[CH:23]=[CH:22][CH:21]=[CH:20][C:3]=1[CH2:4][S:5][CH:6]1[CH2:11][CH2:10][N:9]([CH2:12][C:13]2[C:14](=[O:19])[NH:15][CH:16]=[CH:17][N:18]=2)[CH2:8][CH2:7]1.ClC1C=CC=C(C(OO)=[O:32])C=1.S([O-])([O-])(=O)=S.[Na+].[Na+], predict the reaction product. The product is: [F:1][C:2]1[CH:23]=[CH:22][CH:21]=[CH:20][C:3]=1[CH2:4][S:5]([CH:6]1[CH2:7][CH2:8][N:9]([CH2:12][C:13]2[C:14](=[O:19])[NH:15][CH:16]=[CH:17][N:18]=2)[CH2:10][CH2:11]1)=[O:32]. (5) Given the reactants [F:1][C:2]1[CH:7]=[CH:6][C:5]([C:8](=O)[C:9]([OH:12])([CH3:11])[CH3:10])=[CH:4][CH:3]=1.[C:14](#[N:18])[CH2:15][C:16]#[N:17], predict the reaction product. The product is: [C:16]([C:15]1[C:14](=[C:15]([C:14]#[N:18])[C:16]#[N:17])[O:12][C:9]([CH3:11])([CH3:10])[C:8]=1[C:5]1[CH:6]=[CH:7][C:2]([F:1])=[CH:3][CH:4]=1)#[N:17].